This data is from Full USPTO retrosynthesis dataset with 1.9M reactions from patents (1976-2016). The task is: Predict the reactants needed to synthesize the given product. (1) Given the product [Cl:2][C:1]([Cl:5])=[C:33]([C:30]1[CH:31]=[CH:32][C:27]([C:26]([F:25])([F:41])[F:40])=[CH:28][CH:29]=1)[C:34]([O:36][CH2:37][CH3:38])=[O:35], predict the reactants needed to synthesize it. The reactants are: [C:1]([Cl:5])(Cl)(Cl)[Cl:2].C1(P(C2C=CC=CC=2)C2C=CC=CC=2)C=CC=CC=1.[F:25][C:26]([F:41])([F:40])[C:27]1[CH:32]=[CH:31][C:30]([C:33](=O)[C:34]([O:36][CH2:37][CH3:38])=[O:35])=[CH:29][CH:28]=1. (2) Given the product [ClH:41].[ClH:41].[NH2:1][C:2]1[N:7]2[N:8]=[C:9]([C:11]3[O:12][CH:13]=[CH:14][CH:15]=3)[N:10]=[C:6]2[CH:5]=[C:4]([CH2:16][NH:26][CH2:27][CH2:28][CH2:29][N:33]2[CH2:32][CH2:34][CH2:47][C:46]2=[O:45])[N:3]=1, predict the reactants needed to synthesize it. The reactants are: [NH2:1][C:2]1[N:7]2[N:8]=[C:9]([C:11]3[O:12][CH:13]=[CH:14][CH:15]=3)[N:10]=[C:6]2[CH:5]=[C:4]([C:16]2C=CC=CC=2C=O)[N:3]=1.NC1N2N=[C:32]([C:34]3OC=CC=3)[N:33]=[C:29]2[CH:28]=[C:27](C=O)[N:26]=1.[ClH:41].C([O:45][CH2:46][CH3:47])(=O)C.